Dataset: Full USPTO retrosynthesis dataset with 1.9M reactions from patents (1976-2016). Task: Predict the reactants needed to synthesize the given product. Given the product [N:27]1([C:24]2[CH:23]=[CH:22][C:21]([O:20][CH2:19][C:17]3[N:18]=[C:14]([CH:10]4[CH2:11][CH2:12][CH2:13][NH:8][CH2:9]4)[S:15][CH:16]=3)=[CH:26][CH:25]=2)[CH:31]=[N:30][N:29]=[N:28]1.[ClH:32], predict the reactants needed to synthesize it. The reactants are: C(OC([N:8]1[CH2:13][CH2:12][CH2:11][CH:10]([C:14]2[S:15][CH:16]=[C:17]([CH2:19][O:20][C:21]3[CH:26]=[CH:25][C:24]([N:27]4[CH:31]=[N:30][N:29]=[N:28]4)=[CH:23][CH:22]=3)[N:18]=2)[CH2:9]1)=O)(C)(C)C.[ClH:32].